Binary Classification. Given a drug SMILES string, predict its activity (active/inactive) in a high-throughput screening assay against a specified biological target. From a dataset of HIV replication inhibition screening data with 41,000+ compounds from the AIDS Antiviral Screen. The compound is Cc1c2ccccc2c(C)c2c3c(ccc12)C(=O)C=CC3=O. The result is 0 (inactive).